Dataset: Blood-brain barrier permeability classification from the B3DB database. Task: Regression/Classification. Given a drug SMILES string, predict its absorption, distribution, metabolism, or excretion properties. Task type varies by dataset: regression for continuous measurements (e.g., permeability, clearance, half-life) or binary classification for categorical outcomes (e.g., BBB penetration, CYP inhibition). Dataset: b3db_classification. (1) The compound is CSC(=O)[C@@]1(O)[C@H](C)C[C@H]2[C@@H]3C[C@H](F)C4=CC(=O)C=C[C@]4(C)[C@@]3(F)[C@@H](O)C[C@@]21C. The result is 1 (penetrates BBB). (2) The compound is COc1ccc(S(N)(=O)=O)cc1C(=O)NCC1CCCN1Cc1ccc(F)cc1. The result is 1 (penetrates BBB). (3) The compound is CCC(=O)OCC(=O)[C@@]1(OC(=O)CC)[C@@H](C)C[C@H]2[C@@H]3CCC4=CC(=O)C=C[C@]4(C)[C@@]3(Cl)[C@@H](O)C[C@@]21C. The result is 1 (penetrates BBB). (4) The drug is COCCCC/C(=N/OCCN)c1ccc(Cl)cc1. The result is 1 (penetrates BBB).